From a dataset of Full USPTO retrosynthesis dataset with 1.9M reactions from patents (1976-2016). Predict the reactants needed to synthesize the given product. (1) The reactants are: [OH-].[Na+].C([O:10][C:11](=[O:34])[C:12]1[CH:17]=[CH:16][C:15]([O:18][CH2:19][C:20]2[CH:25]=[CH:24][CH:23]=[CH:22][CH:21]=2)=[CH:14][C:13]=1[O:26][CH2:27][C:28]1[CH:33]=[CH:32][CH:31]=[CH:30][CH:29]=1)C1C=CC=CC=1.Cl. Given the product [CH2:27]([O:26][C:13]1[CH:14]=[C:15]([O:18][CH2:19][C:20]2[CH:25]=[CH:24][CH:23]=[CH:22][CH:21]=2)[CH:16]=[CH:17][C:12]=1[C:11]([OH:34])=[O:10])[C:28]1[CH:29]=[CH:30][CH:31]=[CH:32][CH:33]=1, predict the reactants needed to synthesize it. (2) Given the product [O:32]=[C:30]1[C:29]2[C:28](=[CH:36][CH:35]=[CH:34][CH:33]=2)[C:27](=[O:37])[N:31]1[CH2:15][C:2]1([F:1])[CH2:3][CH2:4][N:5]([C:8]([O:10][C:11]([CH3:12])([CH3:13])[CH3:14])=[O:9])[CH2:6][CH2:7]1, predict the reactants needed to synthesize it. The reactants are: [F:1][C:2]1([CH2:15]OS(C2C=CC(C)=CC=2)(=O)=O)[CH2:7][CH2:6][N:5]([C:8]([O:10][C:11]([CH3:14])([CH3:13])[CH3:12])=[O:9])[CH2:4][CH2:3]1.[C:27]1(=[O:37])[NH:31][C:30](=[O:32])[C:29]2=[CH:33][CH:34]=[CH:35][CH:36]=[C:28]12.[K].O. (3) Given the product [OH:1][C@H:2]([C@@H:20]([NH:28][C:43]([O:42][CH2:35][C:36]1[CH:41]=[CH:40][CH:39]=[CH:38][CH:37]=1)=[O:44])[CH2:21][C:22]1[CH:23]=[CH:24][CH:25]=[CH:26][CH:27]=1)[CH2:3][N:4]([CH2:13][C:14]1[CH:19]=[CH:18][CH:17]=[CH:16][CH:15]=1)[NH:5][C:6]([O:8][C:9]([CH3:12])([CH3:10])[CH3:11])=[O:7], predict the reactants needed to synthesize it. The reactants are: [OH:1][C@H:2]([C@@H:20]([NH2:28])[CH2:21][C:22]1[CH:27]=[CH:26][CH:25]=[CH:24][CH:23]=1)[CH2:3][N:4]([CH2:13][C:14]1[CH:19]=[CH:18][CH:17]=[CH:16][CH:15]=1)[NH:5][C:6]([O:8][C:9]([CH3:12])([CH3:11])[CH3:10])=[O:7].C([O-])([O-])=O.[K+].[K+].[CH2:35]([O:42][C:43](Cl)=[O:44])[C:36]1[CH:41]=[CH:40][CH:39]=[CH:38][CH:37]=1.OS([O-])(=O)=O.[K+]. (4) Given the product [F:32][C:30]1[CH:31]=[C:5]([CH:6]=[C:7]([F:33])[C:8]=1[CH2:9][NH:10][C:11]1[CH:16]=[CH:15][N:14]=[C:13]([NH:17][C:18]2[CH:19]=[N:20][N:21]([CH3:23])[CH:22]=2)[N:12]=1)[C:39]([OH:38])=[O:1], predict the reactants needed to synthesize it. The reactants are: [OH-:1].[Na+].C([C:5]1[CH:31]=[C:30]([F:32])[C:8]([CH2:9][NH:10][C:11]2[CH:16]=[CH:15][N:14]=[C:13]([NH:17][C:18]3[CH:19]=[N:20][N:21]([CH2:23]C(NC(C)C)=O)[CH:22]=3)[N:12]=2)=[C:7]([F:33])[CH:6]=1)#N.Cl.C1[CH2:39][O:38]CC1.CO. (5) Given the product [CH2:56]([O:58][C:59](=[O:64])[C@H:60]([OH:63])[CH2:61][NH:62][C:28](=[O:29])[C:27]1[CH:31]=[CH:32][C:24]([CH2:23][N:10]([C:11]2[CH:12]=[CH:13][C:14]([CH:17]3[CH2:18][CH2:19][CH2:20][CH2:21][CH2:22]3)=[CH:15][CH:16]=2)[C:9]([NH:8][C:4]2[CH:5]=[CH:6][CH:7]=[C:2]([Br:1])[CH:3]=2)=[O:33])=[CH:25][CH:26]=1)[CH3:57], predict the reactants needed to synthesize it. The reactants are: [Br:1][C:2]1[CH:3]=[C:4]([NH:8][C:9](=[O:33])[N:10]([CH2:23][C:24]2[CH:32]=[CH:31][C:27]([C:28](O)=[O:29])=[CH:26][CH:25]=2)[C:11]2[CH:16]=[CH:15][C:14]([CH:17]3[CH2:22][CH2:21][CH2:20][CH2:19][CH2:18]3)=[CH:13][CH:12]=2)[CH:5]=[CH:6][CH:7]=1.CCN=C=NCCCN(C)C.C1C=CC2N(O)N=NC=2C=1.Cl.[CH2:56]([O:58][C:59](=[O:64])[C@H:60]([OH:63])[CH2:61][NH2:62])[CH3:57].C(N(CC)C(C)C)(C)C. (6) Given the product [Cl:1][C:2]1[CH:3]=[C:4]([C:8]2[CH:20]=[CH:19][C:11]3[NH:12][C:13](=[S:30])[O:14][C:15]([CH3:17])([CH3:16])[C:10]=3[CH:9]=2)[CH:5]=[CH:6][CH:7]=1, predict the reactants needed to synthesize it. The reactants are: [Cl:1][C:2]1[CH:3]=[C:4]([C:8]2[CH:20]=[CH:19][C:11]3[NH:12][C:13](=O)[O:14][C:15]([CH3:17])([CH3:16])[C:10]=3[CH:9]=2)[CH:5]=[CH:6][CH:7]=1.COC1C=CC(P2(SP(C3C=CC(OC)=CC=3)(=S)S2)=[S:30])=CC=1. (7) Given the product [CH3:1][O:2][C:3]([C:4]1[CH2:5][CH2:6][CH2:7][N:8]([CH3:18])[C:9]2[CH:14]=[CH:13][C:12]([Br:15])=[CH:11][C:10]=2[CH:16]=1)=[O:19], predict the reactants needed to synthesize it. The reactants are: [CH3:1][O:2][C:3](=[O:19])[CH2:4][CH2:5][CH2:6][CH2:7][N:8]([CH3:18])[C:9]1[CH:14]=[CH:13][C:12]([Br:15])=[CH:11][C:10]=1[CH:16]=O.C[O-].[Na+].Cl. (8) Given the product [CH2:18]([CH:12]1[C:6]2[CH:5]=[CH:4][C:3]([O:2][CH3:1])=[CH:14][C:7]=2[CH2:8][CH2:9][CH2:10][C:11]1=[O:13])[CH:17]=[CH2:16], predict the reactants needed to synthesize it. The reactants are: [CH3:1][O:2][C:3]1[CH:4]=[CH:5][C:6]2[CH2:12][C:11](=[O:13])[CH2:10][CH2:9][CH2:8][C:7]=2[CH:14]=1.N1C[CH2:18][CH2:17][CH2:16]1.N1CCC=C1.C(Br)C=C.